From a dataset of NCI-60 drug combinations with 297,098 pairs across 59 cell lines. Regression. Given two drug SMILES strings and cell line genomic features, predict the synergy score measuring deviation from expected non-interaction effect. (1) Drug 1: C1CN1C2=NC(=NC(=N2)N3CC3)N4CC4. Drug 2: C1=C(C(=O)NC(=O)N1)F. Cell line: NCI-H226. Synergy scores: CSS=35.0, Synergy_ZIP=-0.593, Synergy_Bliss=0.954, Synergy_Loewe=-4.36, Synergy_HSA=-0.998. (2) Drug 2: C1C(C(OC1N2C=NC(=NC2=O)N)CO)O. Synergy scores: CSS=42.1, Synergy_ZIP=2.96, Synergy_Bliss=7.19, Synergy_Loewe=3.97, Synergy_HSA=8.57. Drug 1: C1CN1C2=NC(=NC(=N2)N3CC3)N4CC4. Cell line: HCT116.